From a dataset of Catalyst prediction with 721,799 reactions and 888 catalyst types from USPTO. Predict which catalyst facilitates the given reaction. (1) Reactant: Cl.[CH3:2][C:3]1[C:11]2[C:10]([CH2:12][CH2:13][NH2:14])=[N:9][CH:8]=[N:7][C:6]=2[S:5][CH:4]=1.[Cl:15][C:16]1[CH:21]=[CH:20][C:19](B(O)O)=[CH:18][CH:17]=1.CCN(CC)CC. Product: [Cl:15][C:16]1[CH:21]=[CH:20][C:19]([NH:14][CH2:13][CH2:12][C:10]2[C:11]3[C:3]([CH3:2])=[CH:4][S:5][C:6]=3[N:7]=[CH:8][N:9]=2)=[CH:18][CH:17]=1. The catalyst class is: 749. (2) Reactant: [C:1]([O-])(=[O:3])[CH3:2].[Na+].[NH2:6][CH2:7][CH2:8][C:9]1([C:30]2[CH:35]=[CH:34][CH:33]=[CH:32][CH:31]=2)[O:14][C:13](=[O:15])[N:12]([C:16]2[CH:17]=[C:18]([C:22]3[CH:27]=[CH:26][C:25]([F:28])=[CH:24][C:23]=3[F:29])[CH:19]=[CH:20][CH:21]=2)[CH2:11][CH2:10]1. Product: [F:29][C:23]1[CH:24]=[C:25]([F:28])[CH:26]=[CH:27][C:22]=1[C:18]1[CH:19]=[CH:20][CH:21]=[C:16]([N:12]2[CH2:11][CH2:10][C:9]([CH2:8][CH2:7][NH:6][C:1](=[O:3])[CH3:2])([C:30]3[CH:31]=[CH:32][CH:33]=[CH:34][CH:35]=3)[O:14][C:13]2=[O:15])[CH:17]=1. The catalyst class is: 152. (3) Reactant: [ClH:1].[NH2:2][C:3]1[C:8]2[CH:9]=[CH:10][N:11]([C:12]3[CH:17]=[CH:16][C:15]([NH:18][C:19](NC(=O)CC4C=CC(F)=CC=4)=[O:20])=[CH:14][CH:13]=3)[C:7]=2[CH:6]=[CH:5][N:4]=1.[F:32][C:33]1[CH:38]=[CH:37][C:36]([N:39]2[CH:44]=[CH:43][CH:42]=[C:41](C(O)=O)[C:40]2=[O:48])=[CH:35][CH:34]=1.CN(C(ON1N=NC2C=CC=CC1=2)=[N+](C)C)C.[B-](F)(F)(F)F.C(N(C(C)C)CC)(C)C. Product: [ClH:1].[NH2:2][C:3]1[C:8]2[CH:9]=[CH:10][N:11]([C:12]3[CH:17]=[CH:16][C:15]([NH:18][C:19]([C:41]4[C:40](=[O:48])[N:39]([C:36]5[CH:37]=[CH:38][C:33]([F:32])=[CH:34][CH:35]=5)[CH:44]=[CH:43][CH:42]=4)=[O:20])=[CH:14][CH:13]=3)[C:7]=2[CH:6]=[CH:5][N:4]=1. The catalyst class is: 3. (4) Reactant: Cl.[CH3:2][O:3][C:4]1[CH:5]=[C:6]([S:12]([N:15]2[CH2:20][C@H:19]([CH3:21])[NH:18][CH2:17][C@@H:16]2[CH3:22])(=[O:14])=[O:13])[CH:7]=[CH:8][C:9]=1[O:10][CH3:11].CCN(C(C)C)C(C)C.[CH3:32][O:33][C:34]1[CH:39]=[CH:38][C:37]([S:40](Cl)(=[O:42])=[O:41])=[CH:36][CH:35]=1. Product: [CH3:2][O:3][C:4]1[CH:5]=[C:6]([S:12]([N:15]2[CH2:20][C@H:19]([CH3:21])[N:18]([S:40]([C:37]3[CH:36]=[CH:35][C:34]([O:33][CH3:32])=[CH:39][CH:38]=3)(=[O:42])=[O:41])[CH2:17][C@@H:16]2[CH3:22])(=[O:13])=[O:14])[CH:7]=[CH:8][C:9]=1[O:10][CH3:11]. The catalyst class is: 2. (5) Reactant: Br[C:2]1[CH:9]=[CH:8][C:5]([C:6]#[N:7])=[C:4]([Cl:10])[CH:3]=1.[CH:11]1([C@@:14]2([OH:22])[C@H:18]([CH2:19][CH3:20])[NH:17][C:16](=[O:21])[CH2:15]2)[CH2:13][CH2:12]1.C1(P(C2C=CC=CC=2)C2C3OC4C(=CC=CC=4P(C4C=CC=CC=4)C4C=CC=CC=4)C(C)(C)C=3C=CC=2)C=CC=CC=1.C(=O)([O-])[O-].[Cs+].[Cs+]. Product: [Cl:10][C:4]1[CH:3]=[C:2]([N:17]2[C:16](=[O:21])[CH2:15][C@:14]([CH:11]3[CH2:13][CH2:12]3)([OH:22])[C@@H:18]2[CH2:19][CH3:20])[CH:9]=[CH:8][C:5]=1[C:6]#[N:7]. The catalyst class is: 110.